Task: Predict the reactants needed to synthesize the given product.. Dataset: Full USPTO retrosynthesis dataset with 1.9M reactions from patents (1976-2016) (1) Given the product [CH3:27][O:26][C:20]1[CH:19]=[C:18]([CH2:17][O:16][C:14]2[CH:15]=[C:11]([NH:10][C:8]([C:5]3[CH:4]=[N:3][C:2]([N:32]4[CH2:33][C@H:34]([CH3:35])[N:29]([CH3:28])[C@H:30]([CH3:36])[CH2:31]4)=[CH:7][N:6]=3)=[O:9])[NH:12][N:13]=2)[CH:23]=[C:22]([O:24][CH3:25])[CH:21]=1, predict the reactants needed to synthesize it. The reactants are: Cl[C:2]1[N:3]=[CH:4][C:5]([C:8]([NH:10][C:11]2[NH:12][N:13]=[C:14]([O:16][CH2:17][C:18]3[CH:23]=[C:22]([O:24][CH3:25])[CH:21]=[C:20]([O:26][CH3:27])[CH:19]=3)[CH:15]=2)=[O:9])=[N:6][CH:7]=1.[CH3:28][N:29]1[C@@H:34]([CH3:35])[CH2:33][NH:32][CH2:31][C@H:30]1[CH3:36].C[C@H]1CNC[C@@H](C)N1CC#N.C(N(C(C)C)C(C)C)C. (2) Given the product [F:11][C:12]1[CH:17]=[CH:16][CH:15]=[CH:14][C:13]=1[CH2:18][CH2:19][N:8]1[C:5]2[CH:6]=[CH:7][C:2]([CH3:10])=[CH:3][C:4]=2[C:32]2[CH2:31][N:30]([CH3:29])[CH2:35][CH2:34][C:33]1=2, predict the reactants needed to synthesize it. The reactants are: Cl.[C:2]1([CH3:10])[CH:7]=[CH:6][C:5]([NH:8]N)=[CH:4][CH:3]=1.[F:11][C:12]1[CH:17]=[CH:16][CH:15]=[CH:14][C:13]=1[CH2:18][CH2:19]Br.C(N(CC)CC)C.Cl.[CH3:29][N:30]1[CH2:35][CH2:34][C:33](=O)[CH2:32][CH2:31]1. (3) Given the product [C:38]([NH:2][CH:3]([C:29]1[CH:34]=[CH:33][CH:32]=[C:31]([Cl:35])[C:30]=1[Cl:36])[CH2:4][NH:5][C:6](=[O:28])[CH2:7][N:8]1[C:12](=[O:13])[N:11]([CH2:14][C@H:15]([OH:20])[C:16]([F:18])([F:17])[F:19])[C:10]([C:21]2[CH:26]=[CH:25][C:24]([Cl:27])=[CH:23][CH:22]=2)=[N:9]1)(=[O:37])[NH2:39], predict the reactants needed to synthesize it. The reactants are: Cl.[NH2:2][CH:3]([C:29]1[CH:34]=[CH:33][CH:32]=[C:31]([Cl:35])[C:30]=1[Cl:36])[CH2:4][NH:5][C:6](=[O:28])[CH2:7][N:8]1[C:12](=[O:13])[N:11]([CH2:14][C@H:15]([OH:20])[C:16]([F:19])([F:18])[F:17])[C:10]([C:21]2[CH:26]=[CH:25][C:24]([Cl:27])=[CH:23][CH:22]=2)=[N:9]1.[O-:37][C:38]#[N:39].[K+]. (4) Given the product [CH:7]1([CH2:13][C@@H:14]([N:30]([CH3:31])[C:34](=[O:35])[C:33]([CH3:38])([CH3:37])[CH3:32])[CH2:15][N:16]2[CH2:17][CH2:18][CH:19]([C:22]3[CH:27]=[CH:26][CH:25]=[CH:24][C:23]=3[O:28][CH3:29])[CH2:20][CH2:21]2)[CH2:8][CH2:9][CH2:10][CH2:11][CH2:12]1.[ClH:36], predict the reactants needed to synthesize it. The reactants are: C(=O)([O-])[O-].[K+].[K+].[CH:7]1([CH2:13][C@@H:14]([NH:30][CH3:31])[CH2:15][N:16]2[CH2:21][CH2:20][CH:19]([C:22]3[CH:27]=[CH:26][CH:25]=[CH:24][C:23]=3[O:28][CH3:29])[CH2:18][CH2:17]2)[CH2:12][CH2:11][CH2:10][CH2:9][CH2:8]1.[CH3:32][C:33]([CH3:38])([CH3:37])[C:34]([Cl:36])=[O:35]. (5) Given the product [O:16]([C:23]1[CH:24]=[C:25]([N:29]2[CH2:30][CH:31]([C:32]([F:33])([F:34])[F:35])[O:11][CH:10]2[C:9]2[CH:12]=[CH:13][CH:14]=[C:7]([O:6][C:2]([F:15])([F:1])[CH:3]([F:4])[F:5])[CH:8]=2)[CH:26]=[CH:27][CH:28]=1)[C:17]1[CH:18]=[CH:19][CH:20]=[CH:21][CH:22]=1, predict the reactants needed to synthesize it. The reactants are: [F:1][C:2]([F:15])([O:6][C:7]1[CH:8]=[C:9]([CH:12]=[CH:13][CH:14]=1)[CH:10]=[O:11])[CH:3]([F:5])[F:4].[O:16]([C:23]1[CH:24]=[C:25]([NH:29][CH2:30][CH:31](O)[C:32]([F:35])([F:34])[F:33])[CH:26]=[CH:27][CH:28]=1)[C:17]1[CH:22]=[CH:21][CH:20]=[CH:19][CH:18]=1.